Dataset: Full USPTO retrosynthesis dataset with 1.9M reactions from patents (1976-2016). Task: Predict the reactants needed to synthesize the given product. (1) Given the product [F:11][C:8]1[CH:7]=[C:4]([CH:3]=[C:2]([F:1])[C:9]=1[N:12]1[CH2:18][CH2:17][CH2:16][CH2:15][CH2:14][CH2:13]1)[C:5]#[N:6], predict the reactants needed to synthesize it. The reactants are: [F:1][C:2]1[CH:3]=[C:4]([CH:7]=[C:8]([F:11])[C:9]=1F)[C:5]#[N:6].[NH:12]1[CH2:18][CH2:17][CH2:16][CH2:15][CH2:14][CH2:13]1.Cl.C12NC(CC1)CCC2. (2) Given the product [ClH:30].[ClH:30].[NH2:1][C:4]1[CH:5]=[CH:6][C:7]([NH:10][C:11]2[C:16]([OH:17])=[CH:15][CH:14]=[CH:13][N:12]=2)=[CH:8][CH:9]=1, predict the reactants needed to synthesize it. The reactants are: [N+:1]([C:4]1[CH:9]=[CH:8][C:7]([NH:10][C:11]2[C:16]([OH:17])=[CH:15][CH:14]=[CH:13][N:12]=2)=[CH:6][CH:5]=1)([O-])=O.C1(N)C(F)=C(F)C(F)=C(N)C=1F.[ClH:30].Cl. (3) Given the product [C:1]([O:5][C:6]([N:8]1[CH2:9][CH2:10][CH:11]([N:14]2[C@H:15]([C:18]3[CH:19]=[CH:20][CH:21]=[CH:22][CH:23]=3)[CH2:16][O:17][C:31]2=[O:33])[CH2:12][CH2:13]1)=[O:7])([CH3:4])([CH3:2])[CH3:3], predict the reactants needed to synthesize it. The reactants are: [C:1]([O:5][C:6]([N:8]1[CH2:13][CH2:12][CH:11]([NH:14][C@H:15]([C:18]2[CH:23]=[CH:22][CH:21]=[CH:20][CH:19]=2)[CH2:16][OH:17])[CH2:10][CH2:9]1)=[O:7])([CH3:4])([CH3:3])[CH3:2].N1C=CC=CC=1.Cl[C:31](Cl)([O:33]C(=O)OC(Cl)(Cl)Cl)Cl. (4) The reactants are: [F:1][C:2]1[CH:3]=[C:4]([CH:7]=[CH:8][C:9]=1[O:10][CH3:11])[CH:5]=O.[CH3:12][C:13]([S@@:16]([NH2:18])=[O:17])([CH3:15])[CH3:14].O. Given the product [F:1][C:2]1[CH:3]=[C:4]([CH:7]=[CH:8][C:9]=1[O:10][CH3:11])/[CH:5]=[N:18]/[S@:16]([C:13]([CH3:15])([CH3:14])[CH3:12])=[O:17], predict the reactants needed to synthesize it. (5) The reactants are: [OH:1][C:2]1[C:12](=[O:13])[N:6]2[CH2:7][CH2:8][O:9][CH2:10][CH2:11][C:5]2=[N:4][C:3]=1[C:14]([O:16][CH3:17])=[O:15].[N:18]1C=CC=C[CH:19]=1.[C:24](O[C:24](=O)[C:25]1[CH:30]=[CH:29][CH:28]=[CH:27][CH:26]=1)(=O)[C:25]1[CH:30]=[CH:29][CH:28]=[CH:27][CH:26]=1.C(OOC(=O)C1C=CC=CC=1)(=O)C1C=CC=CC=1.BrN1C(=O)CCC1=O. Given the product [CH2:24]([N:18]([CH3:19])[CH:11]1[CH2:10][O:9][CH2:8][CH2:7][N:6]2[C:12](=[O:13])[C:2]([OH:1])=[C:3]([C:14]([O:16][CH3:17])=[O:15])[N:4]=[C:5]12)[C:25]1[CH:30]=[CH:29][CH:28]=[CH:27][CH:26]=1, predict the reactants needed to synthesize it. (6) Given the product [OH:31][CH2:30][CH2:29][NH:28][S:17]([C:15]1[CH:14]=[CH:13][C:11]2[N:12]=[C:8]([C:3]3[C:4]([CH3:7])=[N:5][NH:6][C:2]=3[NH2:1])[S:9][C:10]=2[CH:16]=1)(=[O:19])=[O:18], predict the reactants needed to synthesize it. The reactants are: [NH2:1][C:2]1[NH:6][N:5]=[C:4]([CH3:7])[C:3]=1[C:8]1[S:9][C:10]2[CH:16]=[C:15]([S:17](Cl)(=[O:19])=[O:18])[CH:14]=[CH:13][C:11]=2[N:12]=1.C(N(CC)CC)C.[NH2:28][CH2:29][CH2:30][OH:31]. (7) The reactants are: [NH:1]1[C:9]2[C:4](=[CH:5][CH:6]=[CH:7][CH:8]=2)[C:3]([C:10]([OH:12])=O)=[CH:2]1.C(N1C=CN=C1)(N1C=CN=C1)=O.[Cl:25][C:26]1[CH:27]=[C:28]2[C:37](=[CH:38][CH:39]=1)[C:36]([NH:40][CH2:41][CH2:42][CH2:43][CH2:44][CH2:45][CH2:46][CH2:47][CH2:48][NH2:49])=[C:35]1[C:30]([CH2:31][CH2:32][CH2:33][CH2:34]1)=[N:29]2. Given the product [Cl:25][C:26]1[CH:27]=[C:28]2[C:37](=[CH:38][CH:39]=1)[C:36]([NH:40][CH2:41][CH2:42][CH2:43][CH2:44][CH2:45][CH2:46][CH2:47][CH2:48][NH:49][C:10]([C:3]1[C:4]3[C:9](=[CH:8][CH:7]=[CH:6][CH:5]=3)[NH:1][CH:2]=1)=[O:12])=[C:35]1[C:30]([CH2:31][CH2:32][CH2:33][CH2:34]1)=[N:29]2, predict the reactants needed to synthesize it. (8) Given the product [CH2:18]([O:17][CH:16]=[C:5]([C:3](=[O:4])[C:2]([F:15])([F:1])[C:11]([F:13])([F:12])[F:14])[C:6]([O:8][CH2:9][CH3:10])=[O:7])[CH3:19], predict the reactants needed to synthesize it. The reactants are: [F:1][C:2]([F:15])([C:11]([F:14])([F:13])[F:12])[C:3]([CH2:5][C:6]([O:8][CH2:9][CH3:10])=[O:7])=[O:4].[CH:16](OCC)(OCC)[O:17][CH2:18][CH3:19].C(OC(=O)C)(=O)C. (9) The reactants are: Br[C:2]1[CH:3]=[C:4]([CH:7]=[O:8])[S:5][CH:6]=1.C([O-])([O-])=O.[Na+].[Na+].[C:15]1(B(O)O)[CH:20]=[CH:19][CH:18]=[CH:17][CH:16]=1. Given the product [C:15]1([C:2]2[CH:3]=[C:4]([CH:7]=[O:8])[S:5][CH:6]=2)[CH:20]=[CH:19][CH:18]=[CH:17][CH:16]=1, predict the reactants needed to synthesize it. (10) Given the product [F:20][CH2:21][CH2:22][NH:23][CH:15]1[CH2:16][CH2:17][CH:12]([NH:11][C:6]2[CH:7]=[CH:8][CH:9]=[C:10]3[C:5]=2[CH:4]=[CH:3][N:2]=[CH:1]3)[CH2:13][CH2:14]1, predict the reactants needed to synthesize it. The reactants are: [CH:1]1[C:10]2[C:5](=[C:6]([NH:11][CH:12]3[CH2:17][CH2:16][C:15](=O)[CH2:14][CH2:13]3)[CH:7]=[CH:8][CH:9]=2)[CH:4]=[CH:3][N:2]=1.Cl.[F:20][CH2:21][CH2:22][NH2:23].C(O[BH-](OC(=O)C)OC(=O)C)(=O)C.[Na+].Cl.CO.